This data is from CYP3A4 inhibition data for predicting drug metabolism from PubChem BioAssay. The task is: Regression/Classification. Given a drug SMILES string, predict its absorption, distribution, metabolism, or excretion properties. Task type varies by dataset: regression for continuous measurements (e.g., permeability, clearance, half-life) or binary classification for categorical outcomes (e.g., BBB penetration, CYP inhibition). Dataset: cyp3a4_veith. (1) The result is 1 (inhibitor). The molecule is COCCn1c(=O)c(-c2cc(F)cc(F)c2)nc2cnc(Nc3cccc(OC)c3)nc21. (2) The molecule is FC(F)(F)c1ccccc1-c1ccc2ncnc(NC3CCNCC3)c2c1. The result is 0 (non-inhibitor). (3) The compound is Cc1cccc(CNc2cc(-c3ccc(N(C)C)cc3)ncn2)c1. The result is 1 (inhibitor). (4) The drug is O=C(c1csnn1)N1CCC2(CC1)CCN(c1ccccn1)CC2. The result is 0 (non-inhibitor). (5) The compound is CN(Cc1ccco1)c1ncnc2ccc(-c3cccc(NS(C)(=O)=O)c3)cc12. The result is 1 (inhibitor).